Regression. Given a peptide amino acid sequence and an MHC pseudo amino acid sequence, predict their binding affinity value. This is MHC class II binding data. From a dataset of Peptide-MHC class II binding affinity with 134,281 pairs from IEDB. (1) The peptide sequence is KVTAKGVSEANTCAA. The MHC is HLA-DQA10102-DQB10502 with pseudo-sequence HLA-DQA10102-DQB10502. The binding affinity (normalized) is 0. (2) The MHC is HLA-DPA10201-DPB11401 with pseudo-sequence HLA-DPA10201-DPB11401. The binding affinity (normalized) is 0. The peptide sequence is IPVMAYLVGLFAWVL.